Dataset: Catalyst prediction with 721,799 reactions and 888 catalyst types from USPTO. Task: Predict which catalyst facilitates the given reaction. (1) Reactant: [N:1]1([CH2:7][CH2:8][CH2:9][O:10][C:11]2[CH:18]=[CH:17][C:14]([CH:15]=O)=[CH:13][CH:12]=2)[CH2:6][CH2:5][CH2:4][CH2:3][CH2:2]1.[CH3:19][NH:20][CH2:21][CH2:22][C:23]1[CH:28]=[CH:27][CH:26]=[CH:25][CH:24]=1.C(O[BH-](OC(=O)C)OC(=O)C)(=O)C.[Na+].[OH-].[Na+].[CH2:45]([Cl:47])[Cl:46]. Product: [NH3:1].[CH2:45]([Cl:47])[Cl:46].[CH3:19][N:20]([CH2:21][CH2:22][C:23]1[CH:28]=[CH:27][CH:26]=[CH:25][CH:24]=1)[CH2:15][C:14]1[CH:17]=[CH:18][C:11]([O:10][CH2:9][CH2:8][CH2:7][N:1]2[CH2:6][CH2:5][CH2:4][CH2:3][CH2:2]2)=[CH:12][CH:13]=1. The catalyst class is: 15. (2) Reactant: [N:1]1([CH2:10][CH2:11][O:12][C:13]2[CH:28]=[CH:27][C:16]([CH2:17][CH:18]([C:23]([O:25]C)=[O:24])[C:19]([O:21][CH3:22])=[O:20])=[CH:15][CH:14]=2)[C:5]2=[N:6][CH:7]=[CH:8][CH:9]=[C:4]2[CH:3]=[CH:2]1.[OH-].[Na+]. Product: [CH3:22][O:21][C:19](=[O:20])[CH:18]([CH2:17][C:16]1[CH:27]=[CH:28][C:13]([O:12][CH2:11][CH2:10][N:1]2[C:5]3=[N:6][CH:7]=[CH:8][CH:9]=[C:4]3[CH:3]=[CH:2]2)=[CH:14][CH:15]=1)[C:23]([OH:25])=[O:24]. The catalyst class is: 92. (3) Reactant: Br[C:2]1[CH:7]=[CH:6][C:5]([S:8]([NH:11][C:12]2[CH:21]=[C:20]([F:22])[C:15]([C:16]([O:18]C)=[O:17])=[C:14]([F:23])[CH:13]=2)(=[O:10])=[O:9])=[CH:4][CH:3]=1.F[C:25]1[CH:30]=[C:29](B(O)O)[CH:28]=[CH:27][N:26]=1.[C:34](=[O:37])([O-])[O-:35].[Na+].[Na+]. Product: [C:15]([O:35][C:34]([N:26]1[CH2:27][CH:28]=[C:29]([C:2]2[CH:3]=[CH:4][C:5]([S:8]([NH:11][C:12]3[CH:21]=[C:20]([F:22])[C:15]([C:16]([OH:18])=[O:17])=[C:14]([F:23])[CH:13]=3)(=[O:10])=[O:9])=[CH:6][CH:7]=2)[CH2:30][CH2:25]1)=[O:37])([CH3:20])([CH3:16])[CH3:14]. The catalyst class is: 75. (4) Reactant: [CH3:1][Zn]C.Br[C:5]1[N:9]2[CH:10]=[C:11]([C:18]3[CH:22]=[CH:21][O:20][CH:19]=3)[CH:12]=[C:13]([C:14]([F:17])([F:16])[F:15])[C:8]2=[N:7][C:6]=1[C:23]([N:25]1[CH2:30][CH2:29][CH:28]([N:31]2[CH2:35][CH2:34][O:33][C:32]2=[O:36])[CH2:27][CH2:26]1)=[O:24]. Product: [O:20]1[CH:21]=[CH:22][C:18]([C:11]2[CH:12]=[C:13]([C:14]([F:17])([F:15])[F:16])[C:8]3[N:9]([C:5]([CH3:1])=[C:6]([C:23]([N:25]4[CH2:30][CH2:29][CH:28]([N:31]5[CH2:35][CH2:34][O:33][C:32]5=[O:36])[CH2:27][CH2:26]4)=[O:24])[N:7]=3)[CH:10]=2)=[CH:19]1. The catalyst class is: 602. (5) Reactant: [N:1]([C:4]1[CH:17]=[C:16]2[C:7]([O:8][C:9]3[C:10]([F:26])=[CH:11][C:12]([O:24][CH3:25])=[CH:13][C:14]=3[C@@:15]32[CH2:22][CH2:21][O:20][C:19]([NH2:23])=[N:18]3)=[CH:6][CH:5]=1)=[N+]=[N-].CP(C)C. The catalyst class is: 1. Product: [F:26][C:10]1[C:9]2[O:8][C:7]3[C:16](=[CH:17][C:4]([NH2:1])=[CH:5][CH:6]=3)[C@@:15]3([CH2:22][CH2:21][O:20][C:19]([NH2:23])=[N:18]3)[C:14]=2[CH:13]=[C:12]([O:24][CH3:25])[CH:11]=1. (6) Reactant: C([O:8][C:9]1[CH:18]=[C:17]2[C:12]([C:13]3[N:22]4[C@@H:23]([CH3:27])[CH2:24][O:25][CH2:26][C:21]4=[N:20][C:14]=3[C:15]([NH2:19])=[N:16]2)=[CH:11][CH:10]=1)C1C=CC=CC=1.C(Cl)(Cl)Cl. Product: [NH2:19][C:15]1[C:14]2[N:20]=[C:21]3[CH2:26][O:25][CH2:24][C@H:23]([CH3:27])[N:22]3[C:13]=2[C:12]2[C:17](=[CH:18][C:9]([OH:8])=[CH:10][CH:11]=2)[N:16]=1. The catalyst class is: 29.